From a dataset of Cav3 T-type calcium channel HTS with 100,875 compounds. Binary Classification. Given a drug SMILES string, predict its activity (active/inactive) in a high-throughput screening assay against a specified biological target. (1) The molecule is S(=O)(=O)(c1c(OC(=O)c2sccc2)n(nc1C)c1ccccc1)c1ccc([N+]([O-])=O)cc1. The result is 0 (inactive). (2) The compound is S(c1nc(nc2c1cccc2)C1CC1)CC(OCC)=O. The result is 0 (inactive). (3) The compound is S(C1CCCCC1)c1n(OC)c(=O)c2c(n1)cccc2. The result is 0 (inactive). (4) The drug is Clc1cc2c(CCCC)cc(oc2cc1OCc1cc(OC)c(OC)c(OC)c1)=O. The result is 0 (inactive). (5) The compound is Brc1sc(S(=O)(=O)CCC(=O)Nc2cc(ccc2)C(OCC)=O)cc1. The result is 0 (inactive). (6) The molecule is O=C(N1CCN(CC1)C(=O)c1ccccc1)c1cc(OC)c(OC)c(OC)c1. The result is 0 (inactive).